From a dataset of NCI-60 drug combinations with 297,098 pairs across 59 cell lines. Regression. Given two drug SMILES strings and cell line genomic features, predict the synergy score measuring deviation from expected non-interaction effect. Drug 1: CC1CCC2CC(C(=CC=CC=CC(CC(C(=O)C(C(C(=CC(C(=O)CC(OC(=O)C3CCCCN3C(=O)C(=O)C1(O2)O)C(C)CC4CCC(C(C4)OC)OCCO)C)C)O)OC)C)C)C)OC. Drug 2: CC1=C(C(=O)C2=C(C1=O)N3CC4C(C3(C2COC(=O)N)OC)N4)N. Cell line: PC-3. Synergy scores: CSS=18.6, Synergy_ZIP=1.28, Synergy_Bliss=-1.31, Synergy_Loewe=0.212, Synergy_HSA=0.446.